This data is from Forward reaction prediction with 1.9M reactions from USPTO patents (1976-2016). The task is: Predict the product of the given reaction. (1) Given the reactants [O:1]=[S:2]1(=[O:23])[CH2:7][CH2:6][N:5]([CH2:8][CH2:9][NH:10][S:11]([C:14]2[CH:19]=[CH:18][CH:17]=[CH:16][C:15]=2[N+:20]([O-:22])=[O:21])(=[O:13])=[O:12])[CH2:4][CH2:3]1.C(=O)([O-])[O-].[Cs+].[Cs+].Br[CH2:31][CH2:32][O:33][Si:34]([C:37]([CH3:40])([CH3:39])[CH3:38])([CH3:36])[CH3:35].C(OCC)(=O)C, predict the reaction product. The product is: [Si:34]([O:33][CH2:32][CH2:31][N:10]([CH2:9][CH2:8][N:5]1[CH2:6][CH2:7][S:2](=[O:1])(=[O:23])[CH2:3][CH2:4]1)[S:11]([C:14]1[CH:19]=[CH:18][CH:17]=[CH:16][C:15]=1[N+:20]([O-:22])=[O:21])(=[O:12])=[O:13])([C:37]([CH3:40])([CH3:39])[CH3:38])([CH3:36])[CH3:35]. (2) Given the reactants Cl([O-])(=O)(=O)=O.[Li+].[CH2:7]([O:10][CH2:11][CH2:12][CH:13]([C:15]1[CH:20]=[CH:19][CH:18]=[C:17]([O:21][CH3:22])[CH:16]=1)[NH2:14])[CH:8]=[CH2:9].[O:23]1[CH2:25][C@@H:24]1[C@@H:26]([NH:34][C:35](=[O:41])[O:36][C:37]([CH3:40])([CH3:39])[CH3:38])[CH2:27][C:28]1[CH:33]=[CH:32][CH:31]=[CH:30][CH:29]=1.C([O-])(O)=O.[Na+], predict the reaction product. The product is: [CH2:7]([O:10][CH2:11][CH2:12][CH:13]([NH:14][CH2:25][C@@H:24]([OH:23])[C@@H:26]([NH:34][C:35](=[O:41])[O:36][C:37]([CH3:39])([CH3:38])[CH3:40])[CH2:27][C:28]1[CH:33]=[CH:32][CH:31]=[CH:30][CH:29]=1)[C:15]1[CH:20]=[CH:19][CH:18]=[C:17]([O:21][CH3:22])[CH:16]=1)[CH:8]=[CH2:9]. (3) Given the reactants [Cl:1][C:2]1[CH:10]=[CH:9][C:8]2[N:7]([CH2:11][C:12]([OH:14])=O)[C:6]3[CH2:15][CH2:16][N:17]([CH3:19])[CH2:18][C:5]=3[C:4]=2[CH:3]=1.C(Cl)(=O)C(Cl)=O.[C:26]([N:29]1[CH2:34][CH2:33][NH:32][CH2:31][CH2:30]1)(=[O:28])[CH3:27], predict the reaction product. The product is: [C:26]([N:29]1[CH2:34][CH2:33][N:32]([C:12](=[O:14])[CH2:11][N:7]2[C:8]3[CH:9]=[CH:10][C:2]([Cl:1])=[CH:3][C:4]=3[C:5]3[CH2:18][N:17]([CH3:19])[CH2:16][CH2:15][C:6]2=3)[CH2:31][CH2:30]1)(=[O:28])[CH3:27]. (4) The product is: [NH:12]1[C:13]2[C:18](=[CH:17][CH:16]=[CH:15][CH:14]=2)[C:10]([C:8](=[O:9])[CH:26]([NH:33][C:34]2[N:35]=[C:36]([O:44][CH3:42])[CH:2]=[CH:1][N:3]=2)[C:27]2[CH:28]=[CH:29][CH:30]=[CH:31][CH:32]=2)=[CH:11]1. Given the reactants [CH2:1]([N:3](CC)CC)[CH3:2].[CH:8]([C:10]1[C:18]2[C:13](=[CH:14][CH:15]=[CH:16][CH:17]=2)[N:12](C(OC(C)(C)C)=O)[CH:11]=1)=[O:9].[CH:26](=[N:33][C:34]1(OC)C=CN=[CH:36][NH:35]1)[C:27]1[CH:32]=[CH:31][CH:30]=[CH:29][CH:28]=1.[CH2:42]([OH:44])C, predict the reaction product. (5) Given the reactants [CH:1]([O:4][CH2:5][CH2:6][O:7][CH2:8][CH2:9][O:10][C:11]1[CH:16]=[CH:15][C:14]([OH:17])=[CH:13][CH:12]=1)([CH3:3])[CH3:2].[C:18]([C:21]1[CH:28]=[CH:27][C:24]([C:25]#[N:26])=[CH:23][C:22]=1F)(=[O:20])[CH3:19], predict the reaction product. The product is: [C:18]([C:21]1[CH:28]=[CH:27][C:24]([C:25]#[N:26])=[CH:23][C:22]=1[O:17][C:14]1[CH:15]=[CH:16][C:11]([O:10][CH2:9][CH2:8][O:7][CH2:6][CH2:5][O:4][CH:1]([CH3:3])[CH3:2])=[CH:12][CH:13]=1)(=[O:20])[CH3:19]. (6) Given the reactants [OH:1][CH:2]1[CH:7]([C:8]2[CH:13]=[CH:12][C:11]([CH2:14][O:15][C:16]([C:29]3[CH:34]=[CH:33][CH:32]=[CH:31][CH:30]=3)([C:23]3[CH:28]=[CH:27][CH:26]=[CH:25][CH:24]=3)[C:17]3[CH:22]=[CH:21][CH:20]=[CH:19][CH:18]=3)=[CH:10][CH:9]=2)[CH2:6][CH2:5][N:4]([C:35]([O:37][C:38]([CH3:41])([CH3:40])[CH3:39])=[O:36])[CH2:3]1.Cl[CH2:43][C:44]1[CH:53]=[CH:52][C:51]2[C:46](=[CH:47][CH:48]=[CH:49][CH:50]=2)[C:45]=1[O:54][CH2:55][O:56][CH2:57][CH2:58][Si:59]([CH3:62])([CH3:61])[CH3:60], predict the reaction product. The product is: [CH3:60][Si:59]([CH3:61])([CH3:62])[CH2:58][CH2:57][O:56][CH2:55][O:54][C:45]1[C:46]2[C:51](=[CH:50][CH:49]=[CH:48][CH:47]=2)[CH:52]=[CH:53][C:44]=1[CH2:43][O:1][CH:2]1[CH:7]([C:8]2[CH:9]=[CH:10][C:11]([CH2:14][O:15][C:16]([C:17]3[CH:22]=[CH:21][CH:20]=[CH:19][CH:18]=3)([C:23]3[CH:24]=[CH:25][CH:26]=[CH:27][CH:28]=3)[C:29]3[CH:30]=[CH:31][CH:32]=[CH:33][CH:34]=3)=[CH:12][CH:13]=2)[CH2:6][CH2:5][N:4]([C:35]([O:37][C:38]([CH3:41])([CH3:40])[CH3:39])=[O:36])[CH2:3]1.